From a dataset of Catalyst prediction with 721,799 reactions and 888 catalyst types from USPTO. Predict which catalyst facilitates the given reaction. (1) Reactant: Cl.[CH3:2][N:3]1[C:7]2[CH:8]=[CH:9][C:10]([C:12]3[CH:17]=[CH:16][C:15]([C:18]([N:20]4[CH2:25][CH2:24][NH:23][C@H:22]([CH3:26])[CH2:21]4)=[O:19])=[CH:14][CH:13]=3)=[CH:11][C:6]=2[N:5]=[CH:4]1.[OH:27][C:28]1([C:31](O)=[O:32])[CH2:30][CH2:29]1.CN(C(ON1N=NC2C=CC=CC1=2)=[N+](C)C)C.F[P-](F)(F)(F)(F)F.CCN(C(C)C)C(C)C. Product: [OH:27][C:28]1([C:31]([N:23]2[CH2:24][CH2:25][N:20]([C:18]([C:15]3[CH:14]=[CH:13][C:12]([C:10]4[CH:9]=[CH:8][C:7]5[N:3]([CH3:2])[CH:4]=[N:5][C:6]=5[CH:11]=4)=[CH:17][CH:16]=3)=[O:19])[CH2:21][C@H:22]2[CH3:26])=[O:32])[CH2:30][CH2:29]1. The catalyst class is: 35. (2) Reactant: [CH3:1][C:2]1[CH:11]=[CH:10][C:9]2[C:4](=[CH:5][CH:6]=[C:7]([N+:12]([O-:14])=[O:13])[CH:8]=2)[N:3]=1.[Se](=O)=[O:16]. Product: [N+:12]([C:7]1[CH:8]=[C:9]2[C:4](=[CH:5][CH:6]=1)[N:3]=[C:2]([CH:1]=[O:16])[CH:11]=[CH:10]2)([O-:14])=[O:13]. The catalyst class is: 6. (3) Reactant: [CH3:1][O:2][CH2:3][CH2:4][O:5][C:6]1[CH:7]=[C:8]([CH2:17][CH2:18][C:19]([OH:21])=O)[CH:9]=[CH:10][C:11]=1[O:12][CH2:13][CH2:14][O:15][CH3:16].[OH-].[Na+]. Product: [CH3:1][O:2][CH2:3][CH2:4][O:5][C:6]1[CH:7]=[C:8]2[C:9](=[CH:10][C:11]=1[O:12][CH2:13][CH2:14][O:15][CH3:16])[C:19](=[O:21])[CH2:18][CH2:17]2. The catalyst class is: 501. (4) Reactant: [Br:1][C:2]1[CH:3]=[CH:4][C:5](F)=[C:6]([CH:9]=1)[C:7]#[N:8].C(=O)([O-])[O-].[Cs+].[Cs+].[CH3:17][N:18]1[CH2:23][CH2:22][NH:21][CH2:20][CH2:19]1. Product: [Br:1][C:2]1[CH:3]=[CH:4][C:5]([N:21]2[CH2:22][CH2:23][N:18]([CH3:17])[CH2:19][CH2:20]2)=[C:6]([CH:9]=1)[C:7]#[N:8]. The catalyst class is: 16. (5) Reactant: [CH3:1][C@H:2]1[C@H:7]([CH3:8])[N:6](C)[CH2:5][CH2:4][N:3]1[C:10](OCC1C=CC=CC=1)=O. The catalyst class is: 5. Product: [CH3:10][N:3]1[CH2:4][CH2:5][NH:6][C@@H:7]([CH3:8])[C@@H:2]1[CH3:1].